Dataset: Forward reaction prediction with 1.9M reactions from USPTO patents (1976-2016). Task: Predict the product of the given reaction. (1) Given the reactants [Cl:1][C:2]1[CH:7]=[C:6]([O:8][CH2:9][C:10]2([C:13]([N:15]3[C:24]4[C:19](=[CH:20][CH:21]=[CH:22][CH:23]=4)[N:18]([CH:25]4[CH2:27][CH2:26]4)[CH2:17][CH2:16]3)=[O:14])[CH2:12][CH2:11]2)[C:5]([Cl:28])=[CH:4][C:3]=1[CH2:29][CH2:30][C:31]([O:33]C(C)(C)C)=[O:32].C[Si](Br)(C)C, predict the reaction product. The product is: [Cl:1][C:2]1[CH:7]=[C:6]([O:8][CH2:9][C:10]2([C:13]([N:15]3[C:24]4[C:19](=[CH:20][CH:21]=[CH:22][CH:23]=4)[N:18]([CH:25]4[CH2:26][CH2:27]4)[CH2:17][CH2:16]3)=[O:14])[CH2:12][CH2:11]2)[C:5]([Cl:28])=[CH:4][C:3]=1[CH2:29][CH2:30][C:31]([OH:33])=[O:32]. (2) Given the reactants [CH3:1][O-:2].[Na+].Br[C:5]1[C:10]([O:11][CH2:12][C:13]2[CH:18]=[CH:17][C:16]([O:19][CH3:20])=[CH:15][CH:14]=2)=[CH:9][CH:8]=[C:7]([I:21])[N:6]=1.O, predict the reaction product. The product is: [I:21][C:7]1[N:6]=[C:5]([O:2][CH3:1])[C:10]([O:11][CH2:12][C:13]2[CH:18]=[CH:17][C:16]([O:19][CH3:20])=[CH:15][CH:14]=2)=[CH:9][CH:8]=1.